This data is from Peptide-MHC class I binding affinity with 185,985 pairs from IEDB/IMGT. The task is: Regression. Given a peptide amino acid sequence and an MHC pseudo amino acid sequence, predict their binding affinity value. This is MHC class I binding data. (1) The peptide sequence is TTINFTRQR. The MHC is HLA-A03:01 with pseudo-sequence HLA-A03:01. The binding affinity (normalized) is 0.442. (2) The binding affinity (normalized) is 0.317. The MHC is HLA-A02:01 with pseudo-sequence HLA-A02:01. The peptide sequence is VIHNSTLQV. (3) The MHC is HLA-B45:06 with pseudo-sequence HLA-B45:06. The peptide sequence is KRWAFRTGV. The binding affinity (normalized) is 0.213. (4) The peptide sequence is SDSGSGFWKAL. The MHC is Mamu-B3901 with pseudo-sequence Mamu-B3901. The binding affinity (normalized) is 0.358. (5) The peptide sequence is YINMAWNLV. The MHC is HLA-A01:01 with pseudo-sequence HLA-A01:01. The binding affinity (normalized) is 0.405. (6) The binding affinity (normalized) is 0. The peptide sequence is KPFNNILDL. The MHC is HLA-A26:01 with pseudo-sequence HLA-A26:01.